The task is: Predict the reactants needed to synthesize the given product.. This data is from Full USPTO retrosynthesis dataset with 1.9M reactions from patents (1976-2016). (1) Given the product [NH:19]1[C:20]2[CH2:21][NH:22][CH2:23][CH2:24][C:25]=2[C:17]([C:15]([N:12]2[CH2:13][CH2:14][CH:9]([C:4]3[CH:5]=[CH:6][CH:7]=[CH:8][C:3]=3[C:2]([F:34])([F:33])[F:1])[CH2:10][CH2:11]2)=[O:16])=[N:18]1, predict the reactants needed to synthesize it. The reactants are: [F:1][C:2]([F:34])([F:33])[C:3]1[CH:8]=[CH:7][CH:6]=[CH:5][C:4]=1[CH:9]1[CH2:14][CH2:13][N:12]([C:15]([C:17]2[C:25]3[CH2:24][CH2:23][N:22](C(OC(C)(C)C)=O)[CH2:21][C:20]=3[NH:19][N:18]=2)=[O:16])[CH2:11][CH2:10]1.Cl.CO. (2) Given the product [OH:6][CH2:5][C:2]([NH:1][C:24]([C:17]1[C:18]2[CH2:19][C@H:20]3[CH2:23][C@H:21]3[C:22]=2[N:15]([C:12]2[CH:11]=[CH:10][C:9]([Cl:8])=[CH:14][N:13]=2)[N:16]=1)=[O:25])([CH3:7])[CH3:3], predict the reactants needed to synthesize it. The reactants are: [NH2:1][C:2]([CH3:7])([CH2:5][OH:6])[CH2:3]O.[Cl:8][C:9]1[CH:10]=[CH:11][C:12]([N:15]2[C:22]3[C@@H:21]4[CH2:23][C@@H:20]4[CH2:19][C:18]=3[C:17]([C:24](O)=[O:25])=[N:16]2)=[N:13][CH:14]=1.[C@@H]12C[C@@H]1CCC2=O.ClC1C=CC(NN)=NC=1. (3) Given the product [F:25][C:26]([F:37])([F:36])[C:27]([NH:17][CH2:16][CH2:15][CH:13]1[C:14]2[C:5]3[O:4][C:3]([CH3:2])=[N:7][C:6]=3[CH:8]=[CH:9][C:10]=2[CH2:11][CH2:12]1)=[O:28], predict the reactants needed to synthesize it. The reactants are: Cl.[CH3:2][C:3]1[O:4][C:5]2[C:14]3[CH:13]([CH2:15][CH2:16][NH2:17])[CH2:12][CH2:11][C:10]=3[CH:9]=[CH:8][C:6]=2[N:7]=1.C(N(CC)CC)C.[F:25][C:26]([F:37])([F:36])[C:27](O[C:27](=[O:28])[C:26]([F:37])([F:36])[F:25])=[O:28].C(=O)([O-])O.[Na+]. (4) Given the product [Br:3][C:4]1[S:8][C:7]([C:9]([NH2:21])=[O:10])=[C:6]([NH:13][CH3:14])[C:5]=1[CH3:15], predict the reactants needed to synthesize it. The reactants are: [OH-].[Na+].[Br:3][C:4]1[S:8][C:7]([C:9](OC)=[O:10])=[C:6]([NH:13][CH3:14])[C:5]=1[CH3:15].Cl.[Cl-].[NH4+].C([N:21](CC)CC)C.ON1C2C=CC=CC=2N=N1.Cl.C(N=C=NCCCN(C)C)C.C([O-])(O)=O.[Na+]. (5) The reactants are: [O:1]=[C:2]1[C:11]2[C:6]3=[C:7]([CH2:12][CH2:13][CH2:14][N:5]3[CH:4]=[C:3]1[C:15]([O:17][CH2:18][CH3:19])=[O:16])[CH:8]=[CH:9][CH:10]=2.[Br:20]Br.O. Given the product [Br:20][C:9]1[CH:10]=[C:11]2[C:6]3=[C:7]([CH2:12][CH2:13][CH2:14][N:5]3[CH:4]=[C:3]([C:15]([O:17][CH2:18][CH3:19])=[O:16])[C:2]2=[O:1])[CH:8]=1, predict the reactants needed to synthesize it.